From a dataset of Full USPTO retrosynthesis dataset with 1.9M reactions from patents (1976-2016). Predict the reactants needed to synthesize the given product. (1) Given the product [F:14][C:15]1[C:21]([O:22][CH3:23])=[CH:20][C:19]([O:24][CH3:25])=[C:18]([F:26])[C:16]=1[NH:17][CH2:9][C:8]1[C:3]([NH:2][CH3:1])=[C:4]2[N:13]=[CH:12][NH:11][C:5]2=[N:6][CH:7]=1, predict the reactants needed to synthesize it. The reactants are: [CH3:1][NH:2][C:3]1[C:8]([CH:9]=O)=[CH:7][N:6]=[C:5]2[NH:11][CH:12]=[N:13][C:4]=12.[F:14][C:15]1[C:21]([O:22][CH3:23])=[CH:20][C:19]([O:24][CH3:25])=[C:18]([F:26])[C:16]=1[NH2:17].CC1(C)[C@]2(CS(O)(=O)=O)C(C[C@H]1CC2)=O.C1(C)C=CC=CC=1.O1CCCC1.[AlH4-].[Li+]. (2) Given the product [CH3:1][O:2][C:3](=[O:25])[CH2:4][CH2:5][C:6]1[C:14]2[C:9](=[CH:10][CH:11]=[C:12]([C:26]3[CH:31]=[CH:30][CH:29]=[CH:28][CH:27]=3)[CH:13]=2)[N:8]([S:16]([C:19]2[CH:24]=[CH:23][CH:22]=[CH:21][CH:20]=2)(=[O:18])=[O:17])[CH:7]=1, predict the reactants needed to synthesize it. The reactants are: [CH3:1][O:2][C:3](=[O:25])[CH2:4][CH2:5][C:6]1[C:14]2[C:9](=[CH:10][CH:11]=[C:12](Br)[CH:13]=2)[N:8]([S:16]([C:19]2[CH:24]=[CH:23][CH:22]=[CH:21][CH:20]=2)(=[O:18])=[O:17])[CH:7]=1.[C:26]1(B(O)O)[CH:31]=[CH:30][CH:29]=[CH:28][CH:27]=1. (3) Given the product [CH3:16][O:17][CH2:18][CH2:19][N:20]1[CH2:13][C:5]2[C:4](=[CH:9][CH:8]=[CH:7][C:6]=2[N+:10]([O-:12])=[O:11])[C:3]1=[O:15], predict the reactants needed to synthesize it. The reactants are: CO[C:3](=[O:15])[C:4]1[CH:9]=[CH:8][CH:7]=[C:6]([N+:10]([O-:12])=[O:11])[C:5]=1[CH2:13]Br.[CH3:16][O:17][CH2:18][CH2:19][NH2:20].O. (4) Given the product [CH3:1][O:2][C:3]1[CH:4]=[C:5]([CH:6]=[CH:7][CH:8]=1)[O:9][C:11]1[CH:16]=[CH:15][CH:14]=[CH:13][C:12]=1[N+:17]([O-:19])=[O:18].[CH3:20][O:21][C:22]1[CH:23]=[C:24]([CH:33]=[CH:34][CH:35]=1)[O:25][C:26]1[CH:32]=[CH:31][CH:30]=[CH:29][C:27]=1[NH:28][C:5]([NH:36][C:37]1[S:38][CH:39]=[CH:40][N:41]=1)=[O:9], predict the reactants needed to synthesize it. The reactants are: [CH3:1][O:2][C:3]1[CH:4]=[C:5]([OH:9])[CH:6]=[CH:7][CH:8]=1.F[C:11]1[CH:16]=[CH:15][CH:14]=[CH:13][C:12]=1[N+:17]([O-:19])=[O:18].[CH3:20][O:21][C:22]1[CH:23]=[C:24]([CH:33]=[CH:34][CH:35]=1)[O:25][C:26]1[CH:32]=[CH:31][CH:30]=[CH:29][C:27]=1[NH2:28].[NH2:36][C:37]1[S:38][CH:39]=[CH:40][N:41]=1. (5) Given the product [NH2:29][CH:13]1[CH2:14][CH2:15][CH:16]([C:18]2[CH:19]=[CH:20][CH:21]=[CH:22][CH:23]=2)[CH2:17][N:11]([CH2:10][CH:7]2[CH2:9][CH2:8]2)[C:12]1=[O:24], predict the reactants needed to synthesize it. The reactants are: P(Cl)(Cl)(Cl)(Cl)Cl.[CH:7]1([CH2:10][N:11]2[CH2:17][CH:16]([C:18]3[CH:23]=[CH:22][CH:21]=[CH:20][CH:19]=3)[CH2:15][CH2:14][CH2:13][C:12]2=[O:24])[CH2:9][CH2:8]1.II.BrBr.[N-:29]=[N+]=[N-].[Na+].[Br-].